From a dataset of Catalyst prediction with 721,799 reactions and 888 catalyst types from USPTO. Predict which catalyst facilitates the given reaction. Reactant: [C:1](Cl)(=[O:8])[C:2]1[CH:7]=[CH:6][CH:5]=[CH:4][CH:3]=1.[CH:10]1([N:16]2[CH2:20][CH2:19][C:18]3([CH2:25][CH2:24][NH:23][CH2:22][CH2:21]3)[C:17]2=[O:26])[CH2:15][CH2:14][CH2:13][CH2:12][CH2:11]1.C(N(CC)C(C)C)(C)C.C(O)(C(F)(F)F)=O. Product: [C:1]([N:23]1[CH2:24][CH2:25][C:18]2([C:17](=[O:26])[N:16]([CH:10]3[CH2:15][CH2:14][CH2:13][CH2:12][CH2:11]3)[CH2:20][CH2:19]2)[CH2:21][CH2:22]1)(=[O:8])[C:2]1[CH:7]=[CH:6][CH:5]=[CH:4][CH:3]=1. The catalyst class is: 405.